From a dataset of Forward reaction prediction with 1.9M reactions from USPTO patents (1976-2016). Predict the product of the given reaction. (1) Given the reactants CCCCO[C:6]1[CH:7]=[CH:8][C:9]([CH2:12][C:13](NO)=O)=[CH:10][CH:11]=1.[C:17]([O-])(=O)C(C)=C.COCC(O)C.NC(OCC)=O, predict the reaction product. The product is: [CH3:17][CH:13]=[CH:12][C:9]1[CH:10]=[CH:11][CH:6]=[CH:7][CH:8]=1. (2) Given the reactants [N:1]1[C:14]2[C:5](=[CH:6][CH:7]=[C:8]3[C:13]=2[N:12]=[CH:11][CH:10]=[CH:9]3)[CH:4]=[CH:3][CH:2]=1.[C:15]1([Li])[CH:20]=[CH:19][CH:18]=[CH:17][CH:16]=1, predict the reaction product. The product is: [C:15]1([C:2]2[CH:3]=[CH:4][C:5]3[C:14](=[C:13]4[C:8](=[CH:7][CH:6]=3)[CH:9]=[CH:10][CH:11]=[N:12]4)[N:1]=2)[CH:20]=[CH:19][CH:18]=[CH:17][CH:16]=1. (3) Given the reactants [O:1]=[C:2]1[C:7](C(OCC)=O)=[CH:6][NH:5][N:4]2[CH:13]=[CH:14][CH:15]=[C:3]12.[Na+].[Cl-].O, predict the reaction product. The product is: [NH:5]1[CH:6]=[CH:7][C:2](=[O:1])[C:3]2=[CH:15][CH:14]=[CH:13][N:4]12. (4) Given the reactants C(OC(C)(C)C)(=O)[CH2:2][C:3]([O:5]C(C)(C)C)=[O:4].[F:16][C:17]1[C:24]([O:25][CH3:26])=[C:23](F)[CH:22]=[CH:21][C:18]=1[C:19]#[N:20], predict the reaction product. The product is: [C:19]([C:18]1[CH:21]=[CH:22][C:23]([CH2:2][C:3]([OH:5])=[O:4])=[C:24]([O:25][CH3:26])[C:17]=1[F:16])#[N:20]. (5) The product is: [C:42]([O:41][C:39](=[O:40])[CH:37]([NH:36][C:16](=[O:17])[CH:15]([C:14]([CH:12]([NH:11][C:9]([O:8][CH2:1][C:2]1[CH:7]=[CH:6][CH:5]=[CH:4][CH:3]=1)=[O:10])[CH3:13])([OH:34])[PH2:32]=[O:33])[CH2:19][C:20]1[CH:25]=[CH:24][C:23]([C:26]2[CH:27]=[CH:28][CH:29]=[CH:30][CH:31]=2)=[CH:22][CH:21]=1)[CH3:38])([CH3:45])([CH3:44])[CH3:43]. Given the reactants [CH2:1]([O:8][C:9]([NH:11][CH:12]([C:14]([OH:34])([PH2:32]=[O:33])[CH:15]([CH2:19][C:20]1[CH:25]=[CH:24][C:23]([C:26]2[CH:31]=[CH:30][CH:29]=[CH:28][CH:27]=2)=[CH:22][CH:21]=1)[C:16](O)=[O:17])[CH3:13])=[O:10])[C:2]1[CH:7]=[CH:6][CH:5]=[CH:4][CH:3]=1.Cl.[NH2:36][C@H:37]([C:39]([O:41][C:42]([CH3:45])([CH3:44])[CH3:43])=[O:40])[CH3:38].CCN(C(C)C)C(C)C.CN(C(ON1N=NC2C=CC=CC1=2)=[N+](C)C)C.[B-](F)(F)(F)F, predict the reaction product.